From a dataset of Forward reaction prediction with 1.9M reactions from USPTO patents (1976-2016). Predict the product of the given reaction. Given the reactants [ClH:1].[N:2]12[CH2:9][CH2:8][CH:5]([CH2:6][CH2:7]1)[C@@H:4]([NH:10][C:11]([C:13]1[S:14][C:15]3[C:21](Br)=[CH:20][CH:19]=[CH:18][C:16]=3[CH:17]=1)=[O:12])[CH2:3]2.[OH:23][CH2:24][C:25]1[CH:26]=[C:27](B(O)O)[CH:28]=[CH:29][CH:30]=1.C(=O)([O-])[O-].[Na+].[Na+], predict the reaction product. The product is: [ClH:1].[N:2]12[CH2:9][CH2:8][CH:5]([CH2:6][CH2:7]1)[C@@H:4]([NH:10][C:11]([C:13]1[S:14][C:15]3[C:21]([C:29]4[CH:28]=[CH:27][CH:26]=[C:25]([CH2:24][OH:23])[CH:30]=4)=[CH:20][CH:19]=[CH:18][C:16]=3[CH:17]=1)=[O:12])[CH2:3]2.